Dataset: Full USPTO retrosynthesis dataset with 1.9M reactions from patents (1976-2016). Task: Predict the reactants needed to synthesize the given product. (1) The reactants are: C([Li])CCC.CCCCCC.[NH2:12][C:13]([O:15][CH2:16][C@@H:17]1[CH2:22][C:21]([C:23]2[N:24]=[C:25]([SH:28])[S:26][CH:27]=2)=[CH:20][CH2:19][N:18]1[C:29]([O:31][CH2:32][CH:33]=[CH2:34])=[O:30])=[O:14].O(P(OC1C=CC=CC=1)O[C:44]1[C@H:50]([CH3:51])[C@H:49]2[N:46]([C:47](=[O:59])[C@@H:48]2[C@H:52]([O:54][Si:55]([CH3:58])([CH3:57])[CH3:56])[CH3:53])[C:45]=1[C:60]([O:62][CH2:63][CH:64]=[CH2:65])=[O:61])C1C=CC=CC=1.C(#N)C. Given the product [CH2:32]([O:31][C:29]([N:18]1[CH2:19][CH:20]=[C:21]([C:23]2[N:24]=[C:25]([S:28][C:44]3[C@H:50]([CH3:51])[C@H:49]4[N:46]([C:47](=[O:59])[C@@H:48]4[C@H:52]([O:54][Si:55]([CH3:56])([CH3:57])[CH3:58])[CH3:53])[C:45]=3[C:60]([O:62][CH2:63][CH:64]=[CH2:65])=[O:61])[S:26][CH:27]=2)[CH2:22][C@H:17]1[CH2:16][O:15][C:13]([NH2:12])=[O:14])=[O:30])[CH:33]=[CH2:34], predict the reactants needed to synthesize it. (2) Given the product [N:3]1([C:8]2[CH:14]=[CH:13][CH:12]=[CH:11][C:9]=2[NH:10][C:29]([C:27]2[C:28]3[C:16](=[O:15])[C:17]4[C:22](=[CH:21][CH:20]=[CH:19][CH:18]=4)[C:23]=3[CH:24]=[CH:25][CH:26]=2)=[O:30])[CH:7]=[CH:6][CH:5]=[N:4]1, predict the reactants needed to synthesize it. The reactants are: [H-].[Na+].[N:3]1([C:8]2[CH:14]=[CH:13][CH:12]=[CH:11][C:9]=2[NH2:10])[CH:7]=[CH:6][CH:5]=[N:4]1.[O:15]=[C:16]1[C:28]2[C:27]([C:29](Cl)=[O:30])=[CH:26][CH:25]=[CH:24][C:23]=2[C:22]2[C:17]1=[CH:18][CH:19]=[CH:20][CH:21]=2.